This data is from Reaction yield outcomes from USPTO patents with 853,638 reactions. The task is: Predict the reaction yield, written as a fraction of the theoretical maximum amount of product (1.0 means a 100% yield; for example, 0.34 means a 34% yield). The reactants are Br[C:2]1[CH:7]=[CH:6][C:5]([CH:8]([CH3:17])[CH2:9][NH:10][S:11]([CH:14]([CH3:16])[CH3:15])(=[O:13])=[O:12])=[CH:4][CH:3]=1.C([Sn](CCCC)(CCCC)[C:23]1[O:24][CH:25]=[CH:26][CH:27]=1)CCC. The catalyst is O1CCOCC1.C(OCC)C.C1C=CC([P]([Pd]([P](C2C=CC=CC=2)(C2C=CC=CC=2)C2C=CC=CC=2)([P](C2C=CC=CC=2)(C2C=CC=CC=2)C2C=CC=CC=2)[P](C2C=CC=CC=2)(C2C=CC=CC=2)C2C=CC=CC=2)(C2C=CC=CC=2)C2C=CC=CC=2)=CC=1. The product is [O:24]1[CH:25]=[CH:26][CH:27]=[C:23]1[C:2]1[CH:7]=[CH:6][C:5]([CH:8]([CH3:17])[CH2:9][NH:10][S:11]([CH:14]([CH3:16])[CH3:15])(=[O:13])=[O:12])=[CH:4][CH:3]=1. The yield is 0.510.